This data is from Reaction yield outcomes from USPTO patents with 853,638 reactions. The task is: Predict the reaction yield, written as a fraction of the theoretical maximum amount of product (1.0 means a 100% yield; for example, 0.34 means a 34% yield). The reactants are [CH3:1][O:2][C:3]([C:5]1[C:9]([C:10]([O:12]C)=[O:11])=[N:8][N:7]([CH3:14])[N:6]=1)=[O:4].[OH-].[K+]. The catalyst is CO. The product is [CH3:1][O:2][C:3]([C:5]1[C:9]([C:10]([OH:12])=[O:11])=[N:8][N:7]([CH3:14])[N:6]=1)=[O:4]. The yield is 0.720.